From a dataset of Catalyst prediction with 721,799 reactions and 888 catalyst types from USPTO. Predict which catalyst facilitates the given reaction. (1) Reactant: [NH2:1][C@@H:2]([CH2:20][C:21]1[C:26]([CH3:27])=[CH:25][C:24]([OH:28])=[CH:23][C:22]=1[CH3:29])[C:3]([NH:5][C@@H:6]([C:8](=[O:19])[NH:9][CH2:10][CH2:11][CH2:12][C:13]1[CH:18]=[CH:17][CH:16]=[CH:15][CH:14]=1)[CH3:7])=[O:4].CC1C=C(C)[N:33]([C:37](N)=[NH:38])N=1.C(N(CC)CC)C. Product: [NH3:1].[NH:1]([C@@H:2]([CH2:20][C:21]1[C:22]([CH3:29])=[CH:23][C:24]([OH:28])=[CH:25][C:26]=1[CH3:27])[C:3]([NH:5][C@@H:6]([C:8](=[O:19])[NH:9][CH2:10][CH2:11][CH2:12][C:13]1[CH:18]=[CH:17][CH:16]=[CH:15][CH:14]=1)[CH3:7])=[O:4])[C:37]([NH2:38])=[NH:33]. The catalyst class is: 8. (2) Reactant: C[O:2][C:3]([C:5]1[N:9]=[CH:8][N:7]([CH2:10][C:11]2[CH:16]=[CH:15][C:14]([C:17]3[O:21][N:20]=[C:19]([CH3:22])[C:18]=3[NH:23][C:24]([O:26][CH:27]([C:29]3[CH:34]=[CH:33][CH:32]=[CH:31][C:30]=3[Cl:35])[CH3:28])=[O:25])=[CH:13][CH:12]=2)[N:6]=1)=[O:4].[OH-].[Li+].C1COCC1. Product: [Cl:35][C:30]1[CH:31]=[CH:32][CH:33]=[CH:34][C:29]=1[CH:27]([O:26][C:24]([NH:23][C:18]1[C:19]([CH3:22])=[N:20][O:21][C:17]=1[C:14]1[CH:15]=[CH:16][C:11]([CH2:10][N:7]2[CH:8]=[N:9][C:5]([C:3]([OH:4])=[O:2])=[N:6]2)=[CH:12][CH:13]=1)=[O:25])[CH3:28]. The catalyst class is: 6. (3) Reactant: [CH2:1]([CH:7]1[CH2:9][O:8]1)[CH2:2][CH2:3][CH2:4][CH:5]=[CH2:6].Cl[C:11]1[NH:12][C:13]2[CH:19]=[CH:18][CH:17]=[CH:16][C:14]=2[N:15]=1.C(=O)([O-])[O-].[Cs+].[Cs+]. Product: [CH2:1]([CH:7]1[O:8][C:11]2=[N:15][C:14]3[CH:16]=[CH:17][CH:18]=[CH:19][C:13]=3[N:12]2[CH2:9]1)[CH2:2][CH2:3][CH2:4][CH:5]=[CH2:6]. The catalyst class is: 16. (4) Reactant: [OH:1][C:2]1([CH3:17])[CH2:16][C:4]2([CH2:7][CH:6]([NH:8]C(=O)OC(C)(C)C)[CH2:5]2)[CH2:3]1.C(O)(C(F)(F)F)=O. Product: [NH2:8][CH:6]1[CH2:7][C:4]2([CH2:16][C:2]([CH3:17])([OH:1])[CH2:3]2)[CH2:5]1. The catalyst class is: 2. (5) Product: [CH2:4]([C:3]([C:21]1[CH:35]=[CH:34][C:24]([O:25][CH2:26][C@@H:27]([OH:38])[CH2:28][CH2:29][CH2:30][C:31]([OH:32])=[O:33])=[C:23]([CH3:36])[CH:22]=1)([C:6]1[CH:11]=[CH:10][C:9](/[CH:12]=[CH:13]/[C:14]([CH2:18][CH3:19])([OH:17])[CH2:15][CH3:16])=[C:8]([CH3:20])[CH:7]=1)[CH2:1][CH3:2])[CH3:5]. The catalyst class is: 1. Reactant: [CH2:1]([C:3]([C:21]1[CH:35]=[CH:34][C:24]([O:25][CH2:26][C@H:27]2[O:32][C:31](=[O:33])[CH2:30][CH2:29][CH2:28]2)=[C:23]([CH3:36])[CH:22]=1)([C:6]1[CH:11]=[CH:10][C:9](/[CH:12]=[CH:13]/[C:14]([CH2:18][CH3:19])([OH:17])[CH2:15][CH3:16])=[C:8]([CH3:20])[CH:7]=1)[CH2:4][CH3:5])[CH3:2].C[OH:38].[OH-].[K+].